From a dataset of Catalyst prediction with 721,799 reactions and 888 catalyst types from USPTO. Predict which catalyst facilitates the given reaction. (1) The catalyst class is: 12. Product: [C:10]([O:18][C:19]1[C:24](=[O:25])[N:23]([CH3:3])[C:22]([C:26]([NH:29][C:30]([O:32][CH2:33][C:34]2[CH:35]=[CH:36][CH:37]=[CH:38][CH:39]=2)=[O:31])([CH3:27])[CH3:28])=[N:21][C:20]=1[C:40]([O:42][CH3:43])=[O:41])(=[O:17])[C:11]1[CH:16]=[CH:15][CH:14]=[CH:13][CH:12]=1. Reactant: [H-].[Li+].[CH3:3]OS(OC)(=O)=O.[C:10]([O:18][C:19]1[C:20]([C:40]([O:42][CH3:43])=[O:41])=[N:21][C:22]([C:26]([NH:29][C:30]([O:32][CH2:33][C:34]2[CH:39]=[CH:38][CH:37]=[CH:36][CH:35]=2)=[O:31])([CH3:28])[CH3:27])=[N:23][C:24]=1[OH:25])(=[O:17])[C:11]1[CH:16]=[CH:15][CH:14]=[CH:13][CH:12]=1. (2) Reactant: [CH3:1][S:2](Cl)(=[O:4])=[O:3].[Cl:6][C:7]1[CH:12]=[CH:11][C:10]([CH:13]2[O:18][CH2:17][CH:16]([OH:19])[CH2:15][CH2:14]2)=[CH:9][CH:8]=1. Product: [CH3:1][S:2]([O:19][CH:16]1[CH2:15][CH2:14][CH:13]([C:10]2[CH:11]=[CH:12][C:7]([Cl:6])=[CH:8][CH:9]=2)[O:18][CH2:17]1)(=[O:4])=[O:3]. The catalyst class is: 2. (3) Reactant: [OH:1][CH:2]([CH2:5][CH2:6][C:7]1[CH:12]=[CH:11][CH:10]=[CH:9][CH:8]=1)[C:3]#[N:4].NCC(O)CC(C)C.[H-].[H-].[H-].[H-].[Li+].[Al+3].[OH-].[Na+]. Product: [NH2:4][CH2:3][CH:2]([OH:1])[CH2:5][CH2:6][C:7]1[CH:8]=[CH:9][CH:10]=[CH:11][CH:12]=1. The catalyst class is: 809. (4) Reactant: [CH2:1]([C:4]1([C:18]([O:20]C)=[O:19])[CH2:8][O:7][C:6]([CH3:10])([CH3:9])[N:5]1[C:11]([O:13][C:14]([CH3:17])([CH3:16])[CH3:15])=[O:12])[CH:2]=C.[OH-:22].[Na+]. Product: [OH:22][CH:2]1[CH2:1][C:4]2([N:5]([C:11]([O:13][C:14]([CH3:17])([CH3:15])[CH3:16])=[O:12])[C:6]([CH3:10])([CH3:9])[O:7][CH2:8]2)[C:18](=[O:19])[O:20]1. The catalyst class is: 5. (5) Reactant: [Cl:1][C:2]1[CH:3]=[C:4]([C:9]2[S:10][CH:11]=[C:12]([C:15](=[N:17][NH2:18])[CH3:16])[C:13]=2[OH:14])[CH:5]=[CH:6][C:7]=1[Cl:8].[N:19]([CH2:22][C:23]([O:25][CH3:26])=[O:24])=[C:20]=[S:21].CO.O. Product: [Cl:1][C:2]1[CH:3]=[C:4]([C:9]2[S:10][CH:11]=[C:12]([C:15](=[N:17][NH:18][C:20]([NH:19][CH2:22][C:23]([O:25][CH3:26])=[O:24])=[S:21])[CH3:16])[C:13]=2[OH:14])[CH:5]=[CH:6][C:7]=1[Cl:8]. The catalyst class is: 9. (6) Reactant: [CH:1]12[NH:7][CH:4]([CH2:5][CH2:6]1)[CH2:3][CH:2]2[C:8]([O:10][CH2:11][CH3:12])=[O:9].C(N(CC)CC)C.Cl[C:21]([O:23][CH2:24][C:25]1[CH:30]=[CH:29][CH:28]=[CH:27][CH:26]=1)=[O:22].C(OCC)(=O)C.CCCCCC. Product: [CH:1]12[N:7]([C:21]([O:23][CH2:24][C:25]3[CH:30]=[CH:29][CH:28]=[CH:27][CH:26]=3)=[O:22])[CH:4]([CH2:5][CH2:6]1)[CH2:3][CH:2]2[C:8]([O:10][CH2:11][CH3:12])=[O:9]. The catalyst class is: 4. (7) Reactant: Cl.[CH:2]1([N:5]2[CH2:10][C:9]3([CH2:15][CH2:14][NH:13][CH2:12][CH2:11]3)[O:8][CH2:7][C:6]2=[O:16])[CH2:4][CH2:3]1.[OH-].[Na+]. Product: [CH:2]1([N:5]2[CH2:10][C:9]3([CH2:11][CH2:12][NH:13][CH2:14][CH2:15]3)[O:8][CH2:7][C:6]2=[O:16])[CH2:4][CH2:3]1. The catalyst class is: 46. (8) Reactant: [F-].C([N+](CCCC)(CCCC)CCCC)CCC.[C:19]([C:23]1[CH:24]=[CH:25][C:26]([CH3:63])=[C:27]([CH:62]=1)[O:28][C:29]1[S:30][CH:31]=[C:32]([C:34]([NH:36][C:37]2[C:38]([O:60][CH3:61])=[N:39][C:40]([NH:45][CH2:46][C:47]3[N:48](COCC[Si](C)(C)C)[CH:49]=[CH:50][N:51]=3)=[N:41][C:42]=2[O:43][CH3:44])=[O:35])[N:33]=1)([CH3:22])([CH3:21])[CH3:20].C(OCC)(=O)C.O. Product: [NH:51]1[CH:50]=[CH:49][N:48]=[C:47]1[CH2:46][NH:45][C:40]1[N:39]=[C:38]([O:60][CH3:61])[C:37]([NH:36][C:34]([C:32]2[N:33]=[C:29]([O:28][C:27]3[CH:62]=[C:23]([C:19]([CH3:20])([CH3:22])[CH3:21])[CH:24]=[CH:25][C:26]=3[CH3:63])[S:30][CH:31]=2)=[O:35])=[C:42]([O:43][CH3:44])[N:41]=1. The catalyst class is: 1. (9) Reactant: [Br:1][C:2]1[CH:3]=[C:4]2[C:8](=[CH:9][CH:10]=1)[NH:7][CH2:6][C:5]2([CH3:12])[CH3:11].C(N(CC)CC)C.Cl[S:21]([C:24]1[CH:36]=[CH:35][C:27]([O:28][CH2:29][C:30]([O:32][CH2:33][CH3:34])=[O:31])=[C:26]([CH3:37])[CH:25]=1)(=[O:23])=[O:22].O. Product: [Br:1][C:2]1[CH:3]=[C:4]2[C:8](=[CH:9][CH:10]=1)[N:7]([S:21]([C:24]1[CH:36]=[CH:35][C:27]([O:28][CH2:29][C:30]([O:32][CH2:33][CH3:34])=[O:31])=[C:26]([CH3:37])[CH:25]=1)(=[O:23])=[O:22])[CH2:6][C:5]2([CH3:12])[CH3:11]. The catalyst class is: 367.